Dataset: NCI-60 drug combinations with 297,098 pairs across 59 cell lines. Task: Regression. Given two drug SMILES strings and cell line genomic features, predict the synergy score measuring deviation from expected non-interaction effect. (1) Drug 1: C1C(C(OC1N2C=C(C(=O)NC2=O)F)CO)O. Drug 2: CC(C)NC(=O)C1=CC=C(C=C1)CNNC.Cl. Cell line: TK-10. Synergy scores: CSS=20.0, Synergy_ZIP=-6.25, Synergy_Bliss=-5.32, Synergy_Loewe=-74.0, Synergy_HSA=-7.99. (2) Drug 1: CC1CCC2CC(C(=CC=CC=CC(CC(C(=O)C(C(C(=CC(C(=O)CC(OC(=O)C3CCCCN3C(=O)C(=O)C1(O2)O)C(C)CC4CCC(C(C4)OC)O)C)C)O)OC)C)C)C)OC. Drug 2: COCCOC1=C(C=C2C(=C1)C(=NC=N2)NC3=CC=CC(=C3)C#C)OCCOC.Cl. Cell line: NCI-H226. Synergy scores: CSS=4.51, Synergy_ZIP=-4.41, Synergy_Bliss=-3.46, Synergy_Loewe=-1.96, Synergy_HSA=-1.89.